Dataset: Full USPTO retrosynthesis dataset with 1.9M reactions from patents (1976-2016). Task: Predict the reactants needed to synthesize the given product. (1) Given the product [F:13][C:12]1[CH:11]=[C:10]([S:14]([N:17]2[CH2:22][CH2:21][CH2:20][CH2:19][CH2:18]2)(=[O:16])=[O:15])[C:9]([F:23])=[CH:8][C:7]=1[B:24]([OH:29])[OH:25], predict the reactants needed to synthesize it. The reactants are: C([Li])CCC.Br[C:7]1[C:12]([F:13])=[CH:11][C:10]([S:14]([N:17]2[CH2:22][CH2:21][CH2:20][CH2:19][CH2:18]2)(=[O:16])=[O:15])=[C:9]([F:23])[CH:8]=1.[B:24](OC(C)C)([O:29]C(C)C)[O:25]C(C)C.Cl. (2) The reactants are: Cl[C:2]1[N:7]=[C:6]([N:8]2[CH2:13][CH2:12][O:11][CH2:10][C@@H:9]2[CH3:14])[CH:5]=[C:4]([CH2:15][S:16]([CH:19]([CH3:21])[CH3:20])(=[O:18])=[O:17])[N:3]=1.O.[C:23]([O:27][C:28]([NH:30][C:31]1[CH:36]=[CH:35][C:34](B(O)O)=[CH:33][CH:32]=1)=[O:29])([CH3:26])([CH3:25])[CH3:24].C(=O)([O-])[O-].[Na+].[Na+]. Given the product [CH:19]([S:16]([CH2:15][C:4]1[CH:5]=[C:6]([N:8]2[CH2:13][CH2:12][O:11][CH2:10][C@@H:9]2[CH3:14])[N:7]=[C:2]([C:34]2[CH:33]=[CH:32][C:31]([NH:30][C:28](=[O:29])[O:27][C:23]([CH3:25])([CH3:24])[CH3:26])=[CH:36][CH:35]=2)[N:3]=1)(=[O:18])=[O:17])([CH3:21])[CH3:20], predict the reactants needed to synthesize it. (3) Given the product [Cl:1][C:2]1[CH:9]=[CH:8][C:5]([CH2:6][N:26]2[CH2:25][CH2:24][N:23]([C:29]([O:31][C:32]([CH3:35])([CH3:34])[CH3:33])=[O:30])[CH2:28][CH2:27]2)=[C:4]([N:10]2[CH2:15][CH2:14][CH:13]([C:16]([N:18]3[CH2:19][CH2:20][CH2:21][CH2:22]3)=[O:17])[CH2:12][CH2:11]2)[CH:3]=1, predict the reactants needed to synthesize it. The reactants are: [Cl:1][C:2]1[CH:9]=[CH:8][C:5]([CH:6]=O)=[C:4]([N:10]2[CH2:15][CH2:14][CH:13]([C:16]([N:18]3[CH2:22][CH2:21][CH2:20][CH2:19]3)=[O:17])[CH2:12][CH2:11]2)[CH:3]=1.[N:23]1([C:29]([O:31][C:32]([CH3:35])([CH3:34])[CH3:33])=[O:30])[CH2:28][CH2:27][NH:26][CH2:25][CH2:24]1.C(O[BH-](OC(=O)C)OC(=O)C)(=O)C.[Na+]. (4) Given the product [Cl:1][C:2]1[CH:7]=[C:6]([CH:5]=[CH:4][C:3]=1[S:10]([N:14]1[CH2:19][CH2:18][O:17][CH2:16][CH2:15]1)(=[O:12])=[O:11])[C:8]#[N:9], predict the reactants needed to synthesize it. The reactants are: [Cl:1][C:2]1[CH:7]=[C:6]([C:8]#[N:9])[CH:5]=[CH:4][C:3]=1[S:10](Cl)(=[O:12])=[O:11].[NH:14]1[CH2:19][CH2:18][O:17][CH2:16][CH2:15]1. (5) Given the product [N:18]([CH2:2][CH:3]([F:17])[CH2:4][CH2:5][N:6]1[CH:11]=[CH:10][C:9]([C:12]([O:14][CH3:15])=[O:13])=[CH:8][C:7]1=[O:16])=[N+:19]=[N-:20], predict the reactants needed to synthesize it. The reactants are: Br[CH2:2][CH:3]([F:17])[CH2:4][CH2:5][N:6]1[CH:11]=[CH:10][C:9]([C:12]([O:14][CH3:15])=[O:13])=[CH:8][C:7]1=[O:16].[N-:18]=[N+:19]=[N-:20].[Na+]. (6) Given the product [C:1]([O:5][C:6]([NH:8][CH2:9][C@H:10]1[CH2:15][CH2:14][C@H:13]([C:16]([NH:18][C@H:19]([C:38](=[O:51])[NH:39][C:40]2[CH:45]=[CH:44][C:43]([C:46]3[N:47]=[N:48][NH:49][N:50]=3)=[CH:42][CH:41]=2)[CH2:20][C:21]2[CH:22]=[CH:23][C:24]([C:27]3[CH:32]=[CH:31][C:30]([C:33]([OH:35])=[O:34])=[CH:29][C:28]=3[Cl:37])=[CH:25][CH:26]=2)=[O:17])[CH2:12][CH2:11]1)=[O:7])([CH3:4])([CH3:2])[CH3:3], predict the reactants needed to synthesize it. The reactants are: [C:1]([O:5][C:6]([NH:8][CH2:9][C@H:10]1[CH2:15][CH2:14][C@H:13]([C:16]([NH:18][C@H:19]([C:38](=[O:51])[NH:39][C:40]2[CH:45]=[CH:44][C:43]([C:46]3[N:47]=[N:48][NH:49][N:50]=3)=[CH:42][CH:41]=2)[CH2:20][C:21]2[CH:26]=[CH:25][C:24]([C:27]3[CH:32]=[CH:31][C:30]([C:33]([O:35]C)=[O:34])=[CH:29][C:28]=3[Cl:37])=[CH:23][CH:22]=2)=[O:17])[CH2:12][CH2:11]1)=[O:7])([CH3:4])([CH3:3])[CH3:2].O1CCCC1.O.O.[OH-].[Li+].Cl. (7) Given the product [C:10]([NH:9][C:4]1[CH:5]=[C:6]([CH3:8])[C:7]([S:14]([Cl:13])(=[O:16])=[O:15])=[C:2]([CH3:1])[CH:3]=1)(=[O:12])[CH3:11], predict the reactants needed to synthesize it. The reactants are: [CH3:1][C:2]1[CH:3]=[C:4]([NH:9][C:10](=[O:12])[CH3:11])[CH:5]=[C:6]([CH3:8])[CH:7]=1.[Cl:13][S:14](O)(=[O:16])=[O:15]. (8) Given the product [OH:1][C:2]1[CH:19]=[C:18]2[C:5]([C@@:6]3([CH3:25])[C@H:15]([CH2:16][S:17]2(=[O:21])=[O:20])[C@:14]2([CH3:22])[C@H:9]([C:10]([CH3:24])([CH3:23])[CH2:11][CH2:12][CH2:13]2)[CH2:8][CH2:7]3)=[C:4]([C:26]([N:70]2[CH2:69][CH2:68][N:67]([C:60]([O:62][C:63]([CH3:66])([CH3:65])[CH3:64])=[O:61])[CH2:72][CH2:71]2)=[O:28])[CH:3]=1, predict the reactants needed to synthesize it. The reactants are: [OH:1][C:2]1[CH:19]=[C:18]2[C:5]([C@@:6]3([CH3:25])[C@H:15]([CH2:16][S:17]2(=[O:21])=[O:20])[C@:14]2([CH3:22])[C@H:9]([C:10]([CH3:24])([CH3:23])[CH2:11][CH2:12][CH2:13]2)[CH2:8][CH2:7]3)=[C:4]([C:26]([OH:28])=O)[CH:3]=1.CN(C(ON1N=NC2C=CC=NC1=2)=[N+](C)C)C.F[P-](F)(F)(F)(F)F.CN1CCOCC1.[C:60]([N:67]1[CH2:72][CH2:71][NH:70][CH2:69][CH2:68]1)([O:62][C:63]([CH3:66])([CH3:65])[CH3:64])=[O:61]. (9) Given the product [Cl:63][C:51]1[C:52]([CH2:54][C:55]2[CH:60]=[CH:59][C:58]([CH2:61][CH3:62])=[CH:57][CH:56]=2)=[CH:53][C:48]([C@@:14]2([CH2:44][C:45]([CH3:47])=[CH2:46])[C@H:13]([O:12][CH2:5][C:6]3[CH:7]=[CH:8][CH:9]=[CH:10][CH:11]=3)[C@@H:18]([O:19][CH2:20][C:21]3[CH:26]=[CH:25][CH:24]=[CH:23][CH:22]=3)[C@H:17]([O:27][CH2:28][C:29]3[CH:34]=[CH:33][CH:32]=[CH:31][CH:30]=3)[C@@H:16]([CH2:35][O:36][CH2:37][C:38]3[CH:39]=[CH:40][CH:41]=[CH:42][CH:43]=3)[O:15]2)=[C:49]([OH:64])[CH:50]=1, predict the reactants needed to synthesize it. The reactants are: C([S-])C.[Na+].[CH2:5]([O:12][C@@H:13]1[C@@H:18]([O:19][CH2:20][C:21]2[CH:26]=[CH:25][CH:24]=[CH:23][CH:22]=2)[C@H:17]([O:27][CH2:28][C:29]2[CH:34]=[CH:33][CH:32]=[CH:31][CH:30]=2)[C@@H:16]([CH2:35][O:36][CH2:37][C:38]2[CH:43]=[CH:42][CH:41]=[CH:40][CH:39]=2)[O:15][C@:14]1([C:48]1[CH:53]=[C:52]([CH2:54][C:55]2[CH:60]=[CH:59][C:58]([CH2:61][CH3:62])=[CH:57][CH:56]=2)[C:51]([Cl:63])=[CH:50][C:49]=1[O:64]C)[CH2:44][C:45]([CH3:47])=[CH2:46])[C:6]1[CH:11]=[CH:10][CH:9]=[CH:8][CH:7]=1.